Dataset: Full USPTO retrosynthesis dataset with 1.9M reactions from patents (1976-2016). Task: Predict the reactants needed to synthesize the given product. (1) Given the product [CH2:21]([NH:23][S:10]([C:9]1[N:4]2[C:5]([S:6][C:2]([NH:16][CH2:19][CH3:20])=[N:3]2)=[N:7][CH:8]=1)(=[O:12])=[O:11])[CH3:22], predict the reactants needed to synthesize it. The reactants are: Br[C:2]1[S:6][C:5]2=[N:7][CH:8]=[C:9]([S:10](Cl)(=[O:12])=[O:11])[N:4]2[N:3]=1.C([N:16]([CH2:19][CH3:20])CC)C.[CH2:21]([NH2:23])[CH3:22]. (2) Given the product [CH:15]1([CH2:21][C:22]2[NH:14][C:12](=[O:13])[C:3]3[CH:4]=[N:5][N:6]([CH:7]([CH2:10][CH3:11])[CH2:8][CH3:9])[C:2]=3[N:1]=2)[CH2:20][CH2:19][CH2:18][CH2:17][CH2:16]1, predict the reactants needed to synthesize it. The reactants are: [NH2:1][C:2]1[N:6]([CH:7]([CH2:10][CH3:11])[CH2:8][CH3:9])[N:5]=[CH:4][C:3]=1[C:12]([NH2:14])=[O:13].[CH:15]1([CH2:21][C:22](OC)=O)[CH2:20][CH2:19][CH2:18][CH2:17][CH2:16]1. (3) Given the product [CH:1]([N:14]1[CH2:17][CH:16]([NH:25][CH3:24])[CH2:15]1)([C:8]1[CH:13]=[CH:12][CH:11]=[CH:10][CH:9]=1)[C:2]1[CH:7]=[CH:6][CH:5]=[CH:4][CH:3]=1, predict the reactants needed to synthesize it. The reactants are: [CH:1]([N:14]1[CH2:17][CH:16](O)[CH2:15]1)([C:8]1[CH:13]=[CH:12][CH:11]=[CH:10][CH:9]=1)[C:2]1[CH:7]=[CH:6][CH:5]=[CH:4][CH:3]=1.S(Cl)(C)(=O)=O.[CH3:24][NH2:25].